This data is from Catalyst prediction with 721,799 reactions and 888 catalyst types from USPTO. The task is: Predict which catalyst facilitates the given reaction. (1) Reactant: C(OC([N:7]1[C@H:11]([CH3:12])[CH:10]=[C:9]([C:13]2[N:14]=[C:15]([S:18][C:19]3[C@H:25]([CH3:26])[C@H:24]4[N:21]([C:22](=[O:34])[C@@H:23]4[C@H:27]([O:29][Si](C)(C)C)[CH3:28])[C:20]=3[C:35]([O:37]CC=C)=[O:36])[S:16][CH:17]=2)[CH2:8]1)=O)C=C.O.Cl.C(=O)([O-])O.[Na+]. Product: [OH:29][C@@H:27]([C@H:23]1[C:22](=[O:34])[N:21]2[C@@H:24]1[C@@H:25]([CH3:26])[C:19]([S:18][C:15]1[S:16][CH:17]=[C:13]([C:9]3[CH2:8][NH:7][C@@H:11]([CH3:12])[CH:10]=3)[N:14]=1)=[C:20]2[C:35]([OH:37])=[O:36])[CH3:28]. The catalyst class is: 476. (2) Reactant: [C:1]1([C:7]2[N:8]=[CH:9][NH:10][CH:11]=2)[CH:6]=[CH:5][CH:4]=[CH:3][CH:2]=1.[H-].[Na+].[CH3:14][O:15][C:16]1[CH:23]=[CH:22][C:19]([CH2:20]Cl)=[CH:18][CH:17]=1. Product: [CH3:14][O:15][C:16]1[CH:23]=[CH:22][C:19]([CH2:20][N:10]2[CH:11]=[C:7]([C:1]3[CH:2]=[CH:3][CH:4]=[CH:5][CH:6]=3)[N:8]=[CH:9]2)=[CH:18][CH:17]=1. The catalyst class is: 3. (3) Reactant: [Cl:1][C:2]1[C:7]([C:8]#[N:9])=[CH:6][N:5]=[C:4]([CH3:10])[C:3]=1[I:11].[CH3:12][Si]([N-][Si](C)(C)C)(C)C.[Li+].IC. Product: [Cl:1][C:2]1[C:7]([C:8]#[N:9])=[CH:6][N:5]=[C:4]([CH2:10][CH3:12])[C:3]=1[I:11]. The catalyst class is: 1. (4) Reactant: [CH3:1][C:2]([N:7]1[CH2:12][CH2:11][O:10][CH2:9][CH2:8]1)([CH3:6])[C:3]([NH2:5])=O.[H-].[Al+3].[Li+].[H-].[H-].[H-].[OH-].[Na+].S(=O)(=O)(O)O.CC(N1CCOCC1)(C)C#N.N. Product: [NH2:5][CH2:3][C:2]([N:7]1[CH2:12][CH2:11][O:10][CH2:9][CH2:8]1)([CH3:6])[CH3:1]. The catalyst class is: 30.